This data is from Full USPTO retrosynthesis dataset with 1.9M reactions from patents (1976-2016). The task is: Predict the reactants needed to synthesize the given product. (1) Given the product [C:13]1([C:12]2[NH:1][C:2]3[C:3]([C:4]([OH:6])=[O:5])=[CH:7][CH:8]=[CH:9][C:10]=3[N:11]=2)[CH:18]=[CH:17][CH:16]=[CH:15][CH:14]=1, predict the reactants needed to synthesize it. The reactants are: [NH2:1][C:2]1[C:10]([NH2:11])=[CH:9][CH:8]=[CH:7][C:3]=1[C:4]([OH:6])=[O:5].[CH:12](=O)[C:13]1[CH:18]=[CH:17][CH:16]=[CH:15][CH:14]=1. (2) Given the product [CH3:1][O:2][C:3]1[C:8]([CH2:9][C:10]2[S:14][C:13]([NH:15][C:27]([C:24]3([C:21]4[CH:20]=[CH:19][CH:18]=[C:23]([O:53][CH3:54])[CH:22]=4)[CH2:25][CH2:26]3)=[O:29])=[N:12][CH:11]=2)=[CH:7][CH:6]=[CH:5][N:4]=1, predict the reactants needed to synthesize it. The reactants are: [CH3:1][O:2][C:3]1[C:8]([CH2:9][C:10]2[S:14][C:13]([NH2:15])=[N:12][CH:11]=2)=[CH:7][CH:6]=[CH:5][N:4]=1.CO[C:18]1[CH:23]=[CH:22][C:21]([C:24]2([C:27]([OH:29])=O)[CH2:26][CH2:25]2)=[CH:20][CH:19]=1.C(N(CC)CC)C.F[P-](F)(F)(F)(F)F.N1([O:53][C:54](N(C)C)=[N+](C)C)C2N=CC=CC=2N=N1. (3) Given the product [CH3:36][O:40][C:10](=[O:21])[C@@H:9]([NH:8][C:6]([O:5][C:1]([CH3:3])([CH3:2])[CH3:4])=[O:7])[CH2:22][C@@H:23]([CH2:27][O:28][CH2:29][C:30]1[CH:31]=[CH:32][CH:33]=[CH:34][CH:35]=1)[CH:24]([CH3:25])[CH3:26], predict the reactants needed to synthesize it. The reactants are: [C:1]([O:5][C:6]([NH:8][C@@H:9]([CH2:22][C@H:23]([CH2:27][O:28][CH2:29][C:30]1[CH:35]=[CH:34][CH:33]=[CH:32][CH:31]=1)[CH:24]([CH3:26])[CH3:25])[C@@H:10]([OH:21])CC(=C)C(NCCCC)=O)=[O:7])([CH3:4])([CH3:3])[CH3:2].[C:36]([O:40]C(N[C@@H](C[C@H](COCC1C=CC=CC=1)C(C)C)[C@H](O)CC(=C)C(NCCCC)=O)=O)(C)(C)C. (4) Given the product [Cl:1][C:2]1[CH:7]=[C:6]([NH2:8])[CH:5]=[CH:4][C:3]=1[C:11]1[CH:16]=[CH:15][CH:14]=[CH:13][C:12]=1[F:17], predict the reactants needed to synthesize it. The reactants are: [Cl:1][C:2]1[CH:7]=[C:6]([N+:8]([O-])=O)[CH:5]=[CH:4][C:3]=1[C:11]1[CH:16]=[CH:15][CH:14]=[CH:13][C:12]=1[F:17].[Cl-].[NH4+].CO. (5) Given the product [O:47]1[C:21]2[CH:20]=[CH:19][C:18]([CH2:17][N:12]3[CH2:11][CH2:10][N:9]([CH2:14][C@@H:15]([OH:44])[C@@H:16]([NH:24][C:25](=[O:43])[C@@H:26]([NH:30][C:31](=[O:42])[CH2:32][CH2:33][C:34]4[N:35]=[C:36]([CH:39]([CH3:40])[CH3:41])[S:37][CH:38]=4)[CH:27]([CH3:29])[CH3:28])[CH2:17][C:18]4[CH:23]=[CH:22][CH:21]=[CH:20][CH:19]=4)[CH:8]([C:6]([NH:5][C:2]([CH3:4])([CH3:3])[CH3:1])=[O:7])[CH2:13]3)=[CH:23][C:22]=2[O:48][CH2:45]1, predict the reactants needed to synthesize it. The reactants are: [CH3:1][C:2]([NH:5][C:6]([CH:8]1[CH2:13][NH:12][CH2:11][CH2:10][N:9]1[CH2:14][C@@H:15]([OH:44])[C@@H:16]([NH:24][C:25](=[O:43])[C@@H:26]([NH:30][C:31](=[O:42])[CH2:32][CH2:33][C:34]1[N:35]=[C:36]([CH:39]([CH3:41])[CH3:40])[S:37][CH:38]=1)[CH:27]([CH3:29])[CH3:28])[CH2:17][C:18]1[CH:23]=[CH:22][CH:21]=[CH:20][CH:19]=1)=[O:7])([CH3:4])[CH3:3].[C:45](=[O:48])([O-:47])N. (6) Given the product [F:24][C:2]1[CH:7]=[C:6]([C:8]2[CH:13]=[CH:12][C:11]([O:14][CH:15]([CH3:17])[CH3:16])=[CH:10][CH:9]=2)[N:5]=[C:4]([C:18]2[N:23]=[CH:22][CH:21]=[CH:20][N:19]=2)[CH:3]=1, predict the reactants needed to synthesize it. The reactants are: Cl[C:2]1[CH:7]=[C:6]([C:8]2[CH:13]=[CH:12][C:11]([O:14][CH:15]([CH3:17])[CH3:16])=[CH:10][CH:9]=2)[N:5]=[C:4]([C:18]2[N:23]=[CH:22][CH:21]=[CH:20][N:19]=2)[CH:3]=1.[F-:24].[Cs+].CS(C)=O. (7) Given the product [CH3:1][C:2]1[CH:7]=[C:6]([CH:8]([OH:9])[CH2:21][CH:22]([CH3:24])[CH3:23])[CH:5]=[C:4]([CH3:10])[C:3]=1[C:11]1[CH:16]=[CH:15][C:14]([C:17]([F:19])([F:18])[F:20])=[CH:13][CH:12]=1, predict the reactants needed to synthesize it. The reactants are: [CH3:1][C:2]1[CH:7]=[C:6]([CH:8]=[O:9])[CH:5]=[C:4]([CH3:10])[C:3]=1[C:11]1[CH:16]=[CH:15][C:14]([C:17]([F:20])([F:19])[F:18])=[CH:13][CH:12]=1.[CH2:21]([Mg]Br)[CH:22]([CH3:24])[CH3:23].